The task is: Predict the reactants needed to synthesize the given product.. This data is from Full USPTO retrosynthesis dataset with 1.9M reactions from patents (1976-2016). (1) The reactants are: [NH2:1][C@@H:2]1[CH2:6][CH2:5][N:4]([C:7]2[N:12]=[CH:11][C:10]([N:13]3[CH:18]=[CH:17][C:16]4[CH:19]=[C:20]([C:22]5[CH:27]=[CH:26][C:25]([Cl:28])=[CH:24][CH:23]=5)[S:21][C:15]=4[C:14]3=[O:29])=[CH:9][CH:8]=2)[CH2:3]1.C(Cl)Cl.Cl. Given the product [ClH:28].[NH2:1][C@@H:2]1[CH2:6][CH2:5][N:4]([C:7]2[N:12]=[CH:11][C:10]([N:13]3[CH:18]=[CH:17][C:16]4[CH:19]=[C:20]([C:22]5[CH:27]=[CH:26][C:25]([Cl:28])=[CH:24][CH:23]=5)[S:21][C:15]=4[C:14]3=[O:29])=[CH:9][CH:8]=2)[CH2:3]1, predict the reactants needed to synthesize it. (2) The reactants are: C([O:3][C:4]([C:6]1[N:7]=[C:8]([Br:23])[N:9]([CH:20]([CH3:22])[CH3:21])[C:10]=1[CH:11]([C:13]1[CH:18]=[CH:17][C:16]([Cl:19])=[CH:15][CH:14]=1)O)=[O:5])C.[NH2:24][C:25]1[CH:32]=[CH:31][C:28]([C:29]#[N:30])=[CH:27][C:26]=1[CH3:33]. Given the product [Br:23][C:8]1[N:9]([CH:20]([CH3:21])[CH3:22])[C:10]([CH:11]([C:13]2[CH:14]=[CH:15][C:16]([Cl:19])=[CH:17][CH:18]=2)[NH:24][C:25]2[CH:32]=[CH:31][C:28]([C:29]#[N:30])=[CH:27][C:26]=2[CH3:33])=[C:6]([C:4]([OH:3])=[O:5])[N:7]=1, predict the reactants needed to synthesize it. (3) Given the product [CH2:9]([C:16]1([C:19]([O:21][CH3:22])=[O:20])[CH2:15][CH2:14][N:13]([C:23]([O:25][C:26]([CH3:27])([CH3:28])[CH3:29])=[O:24])[CH2:18][CH2:17]1)[CH2:10][CH:11]=[CH2:12], predict the reactants needed to synthesize it. The reactants are: C(NC(C)C)(C)C.[Li][CH2:9][CH2:10][CH2:11][CH3:12].[N:13]1([C:23]([O:25][C:26]([CH3:29])([CH3:28])[CH3:27])=[O:24])[CH2:18][CH2:17][CH:16]([C:19]([O:21][CH3:22])=[O:20])[CH2:15][CH2:14]1.CN(P(N(C)C)(N(C)C)=O)C.[NH4+].[Cl-]. (4) Given the product [C:12]([C:9]1[CH:8]=[CH:7][C:6]2[C:11](=[C:2]([OH:1])[CH:3]=[CH:4][CH:5]=2)[N:10]=1)([CH3:15])([CH3:14])[CH3:13], predict the reactants needed to synthesize it. The reactants are: [OH:1][C:2]1[CH:3]=[CH:4][CH:5]=[C:6]2[C:11]=1[N:10]=[CH:9][CH:8]=[CH:7]2.[C:12]([Li])([CH3:15])([CH3:14])[CH3:13].C(OO)(C)(C)C.C1(C)C=CC=CC=1. (5) Given the product [N:12]1([C:10](=[O:11])[CH2:9][CH:8]([CH2:18][S:19]([CH2:22][C:23]2[CH:24]=[CH:25][CH:26]=[CH:27][CH:28]=2)(=[O:20])=[O:21])[C:7]([NH:6][CH:3]([C:2]([C:30]2[O:31][C:32]3[C:33]([N:38]=2)=[N:34][CH:35]=[CH:36][CH:37]=3)=[O:1])[CH2:4][CH3:5])=[O:29])[CH2:17][CH2:16][O:15][CH2:14][CH2:13]1, predict the reactants needed to synthesize it. The reactants are: [OH:1][CH:2]([C:30]1[O:31][C:32]2[C:33]([N:38]=1)=[N:34][CH:35]=[CH:36][CH:37]=2)[CH:3]([NH:6][C:7](=[O:29])[CH:8]([CH2:18][S:19]([CH2:22][C:23]1[CH:28]=[CH:27][CH:26]=[CH:25][CH:24]=1)(=[O:21])=[O:20])[CH2:9][C:10]([N:12]1[CH2:17][CH2:16][O:15][CH2:14][CH2:13]1)=[O:11])[CH2:4][CH3:5].CC(OI1(OC(C)=O)(OC(C)=O)OC(=O)C2C=CC=CC1=2)=O.[O-]S([O-])(=S)=O.[Na+].[Na+].C([O-])(O)=O.[Na+]. (6) Given the product [C:1]([O:5][C:6]([N:8]1[CH2:13][CH2:12][CH2:11][C:10]([NH2:15])([CH3:14])[CH2:9]1)=[O:7])([CH3:4])([CH3:2])[CH3:3], predict the reactants needed to synthesize it. The reactants are: [C:1]([O:5][C:6]([N:8]1[CH2:13][CH2:12][CH2:11][C:10]([N:15]=C=O)([CH3:14])[CH2:9]1)=[O:7])([CH3:4])([CH3:3])[CH3:2].[OH-].[Na+]. (7) The reactants are: [F:1][C:2]1[CH:7]=[CH:6][C:5]([NH:8][C:9]([C:11]2[CH:16]=[CH:15][C:14]([C:17]3[CH:22]=[CH:21][CH:20]=[CH:19][CH:18]=3)=[CH:13][CH:12]=2)=[O:10])=[CH:4][C:3]=1[N+:23]([O-])=O. Given the product [NH2:23][C:3]1[CH:4]=[C:5]([NH:8][C:9]([C:11]2[CH:16]=[CH:15][C:14]([C:17]3[CH:18]=[CH:19][CH:20]=[CH:21][CH:22]=3)=[CH:13][CH:12]=2)=[O:10])[CH:6]=[CH:7][C:2]=1[F:1], predict the reactants needed to synthesize it. (8) Given the product [CH2:3]([O:7][C:8]1[CH:13]=[CH:12][C:11]([S:14]([CH2:17][NH:18][CH2:19][CH:20]([N:29]2[CH2:30][CH2:31][N:32]([S:35]([CH3:38])(=[O:36])=[O:37])[CH2:33][CH2:34]2)[C:21]([OH:23])=[O:22])(=[O:15])=[O:16])=[CH:10][CH:9]=1)[C:4]#[C:5][CH3:6], predict the reactants needed to synthesize it. The reactants are: [OH-].[Na+].[CH2:3]([O:7][C:8]1[CH:13]=[CH:12][C:11]([S:14]([CH2:17][NH:18][CH2:19][C:20]([N:29]2[CH2:34][CH2:33][N:32]([S:35]([CH3:38])(=[O:37])=[O:36])[CH2:31][CH2:30]2)(C(OC)=O)[C:21]([O:23]C)=[O:22])(=[O:16])=[O:15])=[CH:10][CH:9]=1)[C:4]#[C:5][CH3:6].Cl. (9) Given the product [CH2:1]([N:3]1[CH2:4][CH:5]([CH2:6][CH2:7][I:25])[C:8]([C:18]2[CH:19]=[CH:20][CH:21]=[CH:22][CH:23]=2)([C:12]2[CH:13]=[CH:14][CH:15]=[CH:16][CH:17]=2)[C:9]1=[O:11])[CH3:2], predict the reactants needed to synthesize it. The reactants are: [CH2:1]([N:3]1[CH2:7][CH2:6][C@H:5]([C:8]([C:18]2[CH:23]=[CH:22][CH:21]=[CH:20][CH:19]=2)([C:12]2[CH:17]=[CH:16][CH:15]=[CH:14][CH:13]=2)[C:9]([OH:11])=O)[CH2:4]1)[CH3:2].[Na+].[I-:25].C(OC(=O)C)(=O)C. (10) Given the product [Br:1][C:2]1[CH:3]=[CH:4][C:5]([CH2:8][C:10]2[CH:11]=[CH:12][CH:13]=[CH:14][CH:15]=2)=[CH:6][CH:7]=1, predict the reactants needed to synthesize it. The reactants are: [Br:1][C:2]1[CH:7]=[CH:6][C:5]([CH:8]([C:10]2[CH:15]=[CH:14][CH:13]=[CH:12][CH:11]=2)O)=[CH:4][CH:3]=1.C(O)(C(F)(F)F)=O.[SiH](CC)(CC)CC.